From a dataset of Catalyst prediction with 721,799 reactions and 888 catalyst types from USPTO. Predict which catalyst facilitates the given reaction. (1) Reactant: [N:1]1([CH2:7][CH2:8][O:9][C:10]2[C:18]3[N:17]=[C:16]([C:19]([F:22])([F:21])[F:20])[NH:15][C:14]=3[CH:13]=[CH:12][CH:11]=2)[CH2:6][CH2:5][NH:4][CH2:3][CH2:2]1.C(N(C(C)C)CC)(C)C.[N:32]([C:35]1[CH:40]=[CH:39][CH:38]=[C:37](F)[C:36]=1[N+:42]([O-:44])=[O:43])=[N+:33]=[N-:34]. Product: [N:32]([C:35]1[C:36]([N+:42]([O-:44])=[O:43])=[C:37]([N:4]2[CH2:5][CH2:6][N:1]([CH2:7][CH2:8][O:9][C:10]3[C:18]4[N:17]=[C:16]([C:19]([F:20])([F:22])[F:21])[NH:15][C:14]=4[CH:13]=[CH:12][CH:11]=3)[CH2:2][CH2:3]2)[CH:38]=[CH:39][CH:40]=1)=[N+:33]=[N-:34]. The catalyst class is: 148. (2) Reactant: F[C:2]1[CH:7]=[CH:6][C:5]([S:8]([C:11]2[CH:12]=[CH:13][C:14]([CH3:29])=[C:15]([S:17]([NH:20][CH2:21][CH2:22][CH2:23][N:24]3[CH:28]=[CH:27][N:26]=[CH:25]3)(=[O:19])=[O:18])[CH:16]=2)(=[O:10])=[O:9])=[CH:4][CH:3]=1.[NH2:30][CH2:31][CH2:32][C:33]#[N:34]. Product: [C:31]([CH2:32][CH2:33][NH:34][C:2]1[CH:7]=[CH:6][C:5]([S:8]([C:11]2[CH:12]=[CH:13][C:14]([CH3:29])=[C:15]([S:17]([NH:20][CH2:21][CH2:22][CH2:23][N:24]3[CH:28]=[CH:27][N:26]=[CH:25]3)(=[O:19])=[O:18])[CH:16]=2)(=[O:10])=[O:9])=[CH:4][CH:3]=1)#[N:30]. The catalyst class is: 395. (3) Reactant: [NH2:1][C@@H:2]([CH2:6][CH3:7])[C:3]([OH:5])=[O:4].C(=O)([O-])[O-].[Na+].[Na+].[C:14](Cl)(=[O:23])[O:15][CH2:16][C:17]1[CH:22]=[CH:21][CH:20]=[CH:19][CH:18]=1. Product: [CH2:16]([O:15][C:14]([NH:1][C@@H:2]([CH2:6][CH3:7])[C:3]([OH:5])=[O:4])=[O:23])[C:17]1[CH:22]=[CH:21][CH:20]=[CH:19][CH:18]=1. The catalyst class is: 1. (4) Reactant: CC1(C)[O:6][C@@H:5]([CH2:7][O:8][NH:9][C:10]([C:12]2[O:20][C:15]3[N:16]=[CH:17][N:18]=[CH:19][C:14]=3[C:13]=2[NH:21][C:22]2[CH:27]=[CH:26][C:25]([I:28])=[CH:24][C:23]=2[F:29])=[O:11])[CH2:4][O:3]1. Product: [OH:6][C@H:5]([CH2:4][OH:3])[CH2:7][O:8][NH:9][C:10]([C:12]1[O:20][C:15]2[N:16]=[CH:17][N:18]=[CH:19][C:14]=2[C:13]=1[NH:21][C:22]1[CH:27]=[CH:26][C:25]([I:28])=[CH:24][C:23]=1[F:29])=[O:11]. The catalyst class is: 240. (5) Reactant: [O:1]1[C:5]([C:6]2[CH:11]=[CH:10][C:9]([NH:12][C:13]3[N:14]=[C:15]([N:23]([C:27]4[CH:32]=[CH:31][CH:30]=[CH:29][CH:28]=4)[CH2:24][CH2:25][OH:26])[C:16]4[CH2:22][NH:21][CH2:20][CH2:19][C:17]=4[N:18]=3)=[CH:8][CH:7]=2)=[CH:4][N:3]=[CH:2]1.C(N(CC)CC)C.[CH3:40][S:41](Cl)(=[O:43])=[O:42]. Product: [CH3:40][S:41]([N:21]1[CH2:20][CH2:19][C:17]2[N:18]=[C:13]([NH:12][C:9]3[CH:10]=[CH:11][C:6]([C:5]4[O:1][CH:2]=[N:3][CH:4]=4)=[CH:7][CH:8]=3)[N:14]=[C:15]([N:23]([C:27]3[CH:28]=[CH:29][CH:30]=[CH:31][CH:32]=3)[CH2:24][CH2:25][OH:26])[C:16]=2[CH2:22]1)(=[O:43])=[O:42]. The catalyst class is: 138. (6) Reactant: [CH3:1][O:2][C:3]1[N:8]=[C:7](S(C)(=O)=O)[N:6]=[C:5]([NH:13][C@@H:14]2[CH2:19][CH2:18][CH2:17][N:16]([C:20]([O:22][C:23]([CH3:26])([CH3:25])[CH3:24])=[O:21])[CH2:15]2)[CH:4]=1.[NH:27]1[CH2:32][CH2:31][O:30][CH2:29][CH2:28]1. Product: [CH3:1][O:2][C:3]1[N:8]=[C:7]([N:27]2[CH2:32][CH2:31][O:30][CH2:29][CH2:28]2)[N:6]=[C:5]([NH:13][C@@H:14]2[CH2:19][CH2:18][CH2:17][N:16]([C:20]([O:22][C:23]([CH3:26])([CH3:25])[CH3:24])=[O:21])[CH2:15]2)[CH:4]=1. The catalyst class is: 10.